Predict the reaction yield, written as a fraction of the theoretical maximum amount of product (1.0 means a 100% yield; for example, 0.34 means a 34% yield). From a dataset of Reaction yield outcomes from USPTO patents with 853,638 reactions. The reactants are [C:1]1([C:7]2[CH:12]=[C:11]([C:13]3([CH:19]=O)[CH2:18][CH2:17][O:16][CH2:15][CH2:14]3)[CH:10]=[CH:9][C:8]=2[NH:21][C:22]([C:24]2[NH:25][CH:26]=[C:27]([C:29]#[N:30])[N:28]=2)=[O:23])[CH2:6][CH2:5][CH2:4][CH2:3][CH:2]=1.[NH:31]1[CH2:36][CH2:35][O:34][CH2:33][CH2:32]1.[BH4-].[Na+].C([O-])(O)=O.[Na+]. The catalyst is C(Cl)Cl.C1COCC1. The product is [C:1]1([C:7]2[CH:12]=[C:11]([C:13]3([CH2:19][N:31]4[CH2:36][CH2:35][O:34][CH2:33][CH2:32]4)[CH2:18][CH2:17][O:16][CH2:15][CH2:14]3)[CH:10]=[CH:9][C:8]=2[NH:21][C:22]([C:24]2[NH:25][CH:26]=[C:27]([C:29]#[N:30])[N:28]=2)=[O:23])[CH2:6][CH2:5][CH2:4][CH2:3][CH:2]=1. The yield is 0.770.